From a dataset of Catalyst prediction with 721,799 reactions and 888 catalyst types from USPTO. Predict which catalyst facilitates the given reaction. (1) Reactant: [C:1]([C:5]1[CH:10]=[CH:9][C:8]([N:11]2[C:15]([CH3:16])=[C:14]([C:17]([NH:19][C:20]3[CH:21]=[N:22][C:23]([CH:26]4[CH2:31][CH2:30][C:29](=[O:32])[CH2:28][CH2:27]4)=[CH:24][CH:25]=3)=[O:18])[CH:13]=[N:12]2)=[CH:7][CH:6]=1)([CH3:4])([CH3:3])[CH3:2].[BH4-].[Na+].O. Product: [C:1]([C:5]1[CH:10]=[CH:9][C:8]([N:11]2[C:15]([CH3:16])=[C:14]([C:17]([NH:19][C:20]3[CH:21]=[N:22][C:23]([C@H:26]4[CH2:27][CH2:28][C@H:29]([OH:32])[CH2:30][CH2:31]4)=[CH:24][CH:25]=3)=[O:18])[CH:13]=[N:12]2)=[CH:7][CH:6]=1)([CH3:4])([CH3:2])[CH3:3]. The catalyst class is: 8. (2) Reactant: [N:1]([O-])=O.[Na+].[Cl:5][C:6]1[N:11]=[CH:10][N:9]=[C:8]([NH:12][C:13]2[CH:18]=[CH:17][CH:16]=[CH:15][C:14]=2[CH3:19])[C:7]=1[NH2:20]. Product: [Cl:5][C:6]1[C:7]2[N:20]=[N:1][N:12]([C:13]3[CH:18]=[CH:17][CH:16]=[CH:15][C:14]=3[CH3:19])[C:8]=2[N:9]=[CH:10][N:11]=1. The catalyst class is: 699.